Dataset: Forward reaction prediction with 1.9M reactions from USPTO patents (1976-2016). Task: Predict the product of the given reaction. (1) The product is: [CH:29]([N:1]1[CH2:6][CH2:5][CH2:4][C@@H:3]([N:7]2[C:11]3[CH:12]=[CH:13][CH:14]=[CH:15][C:10]=3[N:9]=[C:8]2[C@@H:16]([NH:18][C:19]2[N:27]=[CH:26][N:25]=[C:24]3[C:20]=2[N:21]=[CH:22][NH:23]3)[CH3:17])[CH2:2]1)([CH3:31])[CH3:28]. Given the reactants [NH:1]1[CH2:6][CH2:5][CH2:4][C@@H:3]([N:7]2[C:11]3[CH:12]=[CH:13][CH:14]=[CH:15][C:10]=3[N:9]=[C:8]2[C@@H:16]([NH:18][C:19]2[N:27]=[CH:26][N:25]=[C:24]3[C:20]=2[N:21]=[CH:22][NH:23]3)[CH3:17])[CH2:2]1.[CH3:28][C:29]([CH3:31])=O.C(O[BH-](OC(=O)C)OC(=O)C)(=O)C.[Na+].[OH-].[Na+], predict the reaction product. (2) Given the reactants [Br:1][C:2]1[N:7]=[C:6]([C@:8]2([CH3:28])[C@@H:13]([F:14])[C@H:12]([C:15]([F:18])([F:17])[F:16])[O:11][C:10]([NH:19][C:20](=[O:27])[C:21]3[CH:26]=[CH:25][CH:24]=[CH:23][CH:22]=3)=[N:9]2)[C:5]([F:29])=[CH:4][CH:3]=1.[C:30](O[C:30]([O:32][C:33]([CH3:36])([CH3:35])[CH3:34])=[O:31])([O:32][C:33]([CH3:36])([CH3:35])[CH3:34])=[O:31].C(N(CC)CC)C, predict the reaction product. The product is: [C:20]([N:19]([C:10]1[O:11][C@H:12]([C:15]([F:18])([F:17])[F:16])[C@H:13]([F:14])[C@:8]([C:6]2[C:5]([F:29])=[CH:4][CH:3]=[C:2]([Br:1])[N:7]=2)([CH3:28])[N:9]=1)[C:30](=[O:31])[O:32][C:33]([CH3:36])([CH3:35])[CH3:34])(=[O:27])[C:21]1[CH:26]=[CH:25][CH:24]=[CH:23][CH:22]=1. (3) Given the reactants CS(O[CH2:6][C@@H:7]1[CH2:11][S:10][C:9]([C:12]2[NH:13][C:14]3[C:19]([CH:20]=2)=[CH:18][C:17]([O:21][CH2:22][CH2:23][O:24][CH3:25])=[CH:16][C:15]=3[N:26]([CH3:36])[S:27]([C:30]2[CH:35]=[CH:34][CH:33]=[CH:32][N:31]=2)(=[O:29])=[O:28])=[N:8]1)(=O)=O.[NH:37]1[CH2:42][CH2:41][O:40][CH2:39][CH2:38]1.C(=O)([O-])[O-].[K+].[K+], predict the reaction product. The product is: [CH3:25][O:24][CH2:23][CH2:22][O:21][C:17]1[CH:18]=[C:19]2[C:14](=[C:15]([N:26]([CH3:36])[S:27]([C:30]3[CH:35]=[CH:34][CH:33]=[CH:32][N:31]=3)(=[O:29])=[O:28])[CH:16]=1)[NH:13][C:12]([C:9]1[S:10][CH2:11][C@@H:7]([CH2:6][N:37]3[CH2:42][CH2:41][O:40][CH2:39][CH2:38]3)[N:8]=1)=[CH:20]2. (4) Given the reactants [NH2:1][C:2]1[CH:7]=[CH:6][C:5]([Br:8])=[CH:4][C:3]=1[SH:9].[CH:10](=O)[C:11]1[C:12](=[CH:14][CH:15]=[CH:16][CH:17]=1)[OH:13], predict the reaction product. The product is: [Br:8][C:5]1[CH:6]=[CH:7][C:2]2[N:1]=[C:10]([C:11]3[CH:17]=[CH:16][CH:15]=[CH:14][C:12]=3[OH:13])[S:9][C:3]=2[CH:4]=1. (5) Given the reactants [NH2:1][C:2]1[N:6]([CH2:7][CH2:8][CH2:9][N:10]2[CH2:15][CH2:14][O:13][CH2:12][CH2:11]2)[C:5]([SH:16])=[N:4][C:3]=1[C:17]([NH2:19])=[O:18].O1CCN(CCCN=C=S)CC1.N1C=CC=C1.NC(C#N)C(N)=O.[Br:44][C:45]1[CH:50]=[C:49]2[O:51][CH2:52][O:53][C:48]2=[CH:47][C:46]=1Br, predict the reaction product. The product is: [NH2:1][C:2]1[N:6]([CH2:7][CH2:8][CH2:9][N:10]2[CH2:11][CH2:12][O:13][CH2:14][CH2:15]2)[C:5]([S:16][C:46]2[C:45]([Br:44])=[CH:50][C:49]3[O:51][CH2:52][O:53][C:48]=3[CH:47]=2)=[N:4][C:3]=1[C:17]([NH2:19])=[O:18].